Dataset: Merck oncology drug combination screen with 23,052 pairs across 39 cell lines. Task: Regression. Given two drug SMILES strings and cell line genomic features, predict the synergy score measuring deviation from expected non-interaction effect. (1) Drug 1: C#Cc1cccc(Nc2ncnc3cc(OCCOC)c(OCCOC)cc23)c1. Drug 2: NC1CCCCC1N.O=C(O)C(=O)O.[Pt+2]. Cell line: COLO320DM. Synergy scores: synergy=-15.4. (2) Drug 1: C#Cc1cccc(Nc2ncnc3cc(OCCOC)c(OCCOC)cc23)c1. Drug 2: CC1(c2nc3c(C(N)=O)cccc3[nH]2)CCCN1. Cell line: OVCAR3. Synergy scores: synergy=-5.77. (3) Cell line: NCIH460. Drug 2: CC1(c2nc3c(C(N)=O)cccc3[nH]2)CCCN1. Drug 1: NC(=O)c1cccc2cn(-c3ccc(C4CCCNC4)cc3)nc12. Synergy scores: synergy=-13.3. (4) Drug 1: CCC1(O)CC2CN(CCc3c([nH]c4ccccc34)C(C(=O)OC)(c3cc4c(cc3OC)N(C)C3C(O)(C(=O)OC)C(OC(C)=O)C5(CC)C=CCN6CCC43C65)C2)C1. Drug 2: CC(C)CC(NC(=O)C(Cc1ccccc1)NC(=O)c1cnccn1)B(O)O. Cell line: MDAMB436. Synergy scores: synergy=-11.3.